Dataset: Reaction yield outcomes from USPTO patents with 853,638 reactions. Task: Predict the reaction yield, written as a fraction of the theoretical maximum amount of product (1.0 means a 100% yield; for example, 0.34 means a 34% yield). (1) The reactants are [Br:1][C:2]1[CH:7]=[C:6]([Cl:8])[CH:5]=[C:4]([CH2:9][C:10]2[CH2:14][CH2:13][CH2:12][CH:11]=2)[C:3]=1[OH:15]. The product is [Br:1][C:2]1[C:3]2[O:15][C:10]3([CH2:14][CH2:13][CH2:12][CH2:11]3)[CH2:9][C:4]=2[CH:5]=[C:6]([Cl:8])[CH:7]=1. The catalyst is C1(C)C=CC=CC=1. The yield is 0.949. (2) The reactants are [H-].[Al+3].[Li+].[H-].[H-].[H-].[CH3:7][O:8][CH2:9][CH2:10][CH2:11][N:12]1[CH2:17][CH2:16][CH:15]([C:18]([NH2:20])=O)[CH2:14][CH2:13]1.O.[OH-].[Na+]. The catalyst is O1CCCC1. The product is [CH3:7][O:8][CH2:9][CH2:10][CH2:11][N:12]1[CH2:13][CH2:14][CH:15]([CH2:18][NH2:20])[CH2:16][CH2:17]1. The yield is 0.970. (3) The reactants are FC(F)(F)C(O)=O.C([O:15][C:16]1[CH:35]=[CH:34][C:19]([CH2:20][C:21]2[O:25][N:24]=[C:23]([C:26]3[C:27]([NH2:33])=[N:28][CH:29]=[C:30]([Cl:32])[CH:31]=3)[CH:22]=2)=[CH:18][CH:17]=1)C1C=CC=CC=1.C1(SC)C=CC=CC=1.C(=O)([O-])O.[Na+]. The catalyst is O. The product is [NH2:33][C:27]1[C:26]([C:23]2[CH:22]=[C:21]([CH2:20][C:19]3[CH:34]=[CH:35][C:16]([OH:15])=[CH:17][CH:18]=3)[O:25][N:24]=2)=[CH:31][C:30]([Cl:32])=[CH:29][N:28]=1. The yield is 0.620. (4) The reactants are CC(OI1(OC(C)=O)(OC(C)=O)OC(=O)C2C=CC=CC1=2)=O.[Br:23][C:24]1[C:25]([O:32][CH3:33])=[CH:26][C:27]([CH2:30][OH:31])=[N:28][CH:29]=1.[OH-].[Na+]. The catalyst is C(Cl)Cl. The product is [Br:23][C:24]1[C:25]([O:32][CH3:33])=[CH:26][C:27]([CH:30]=[O:31])=[N:28][CH:29]=1. The yield is 0.670. (5) The reactants are [NH2:1][CH2:2][CH2:3][N:4]1[C:8]2=[N:9][CH:10]=[N:11][C:12]([NH2:13])=[C:7]2[C:6]([C:14]2[CH:19]=[CH:18][C:17]([O:20][C:21]3[CH:26]=[CH:25][CH:24]=[CH:23][CH:22]=3)=[CH:16][CH:15]=2)=[N:5]1.[C:27]([CH2:29][C:30](O)=[O:31])#[N:28].CN(C(ON1N=NC2C=CC=NC1=2)=[N+](C)C)C.F[P-](F)(F)(F)(F)F.O. The catalyst is CN(C=O)C. The product is [NH2:13][C:12]1[N:11]=[CH:10][N:9]=[C:8]2[N:4]([CH2:3][CH2:2][NH:1][C:30](=[O:31])[CH2:29][C:27]#[N:28])[N:5]=[C:6]([C:14]3[CH:19]=[CH:18][C:17]([O:20][C:21]4[CH:26]=[CH:25][CH:24]=[CH:23][CH:22]=4)=[CH:16][CH:15]=3)[C:7]=12. The yield is 0.220. (6) The reactants are C(N(CC)CC)C.Cl.[CH3:9][O:10][C:11]([C:13]1[C:14]2[CH:15]=[CH:16][NH:17][C:18]=2[CH:19]=[C:20]([NH2:22])[CH:21]=1)=[O:12].[C:23](O[C:23]([O:25][C:26]([CH3:29])([CH3:28])[CH3:27])=[O:24])([O:25][C:26]([CH3:29])([CH3:28])[CH3:27])=[O:24]. The catalyst is CC#N. The product is [CH3:9][O:10][C:11]([C:13]1[C:14]2[CH:15]=[CH:16][NH:17][C:18]=2[CH:19]=[C:20]([NH:22][C:23]([O:25][C:26]([CH3:29])([CH3:28])[CH3:27])=[O:24])[CH:21]=1)=[O:12]. The yield is 1.00.